From a dataset of Reaction yield outcomes from USPTO patents with 853,638 reactions. Predict the reaction yield, written as a fraction of the theoretical maximum amount of product (1.0 means a 100% yield; for example, 0.34 means a 34% yield). (1) The reactants are [CH2:1]1[CH2:6][C@H:5]([C:7]([OH:9])=[O:8])[CH2:4][CH2:3][C@H:2]1[CH2:10][NH2:11].[CH3:12][C:13]([CH3:33])([CH3:32])[C:14]([O:16][CH:17]([O:21][C:22](ON1C(=O)CCC1=O)=[O:23])[CH2:18][CH2:19][CH3:20])=[O:15]. The catalyst is CC(OC)(C)C.CC(C)=O.O. The product is [CH3:32][C:13]([CH3:12])([CH3:33])[C:14]([O:16][CH:17]([O:21][C:22]([NH:11][CH2:10][C@H:2]1[CH2:3][CH2:4][C@H:5]([C:7]([OH:9])=[O:8])[CH2:6][CH2:1]1)=[O:23])[CH2:18][CH2:19][CH3:20])=[O:15]. The yield is 0.120. (2) The reactants are [CH3:1][O:2][C:3](=[O:23])/[C:4](/[C:13]1[CH:18]=[CH:17][C:16]([S:19]([CH3:22])(=[O:21])=[O:20])=[CH:15][CH:14]=1)=[CH:5]/[CH:6]1[CH2:12][CH2:11][CH2:10][CH2:9][CH2:8][CH2:7]1.[BH4-].[Na+]. The catalyst is CO.O.O.O.O.O.O.[Ni](Cl)Cl. The product is [CH3:1][O:2][C:3](=[O:23])[CH:4]([C:13]1[CH:14]=[CH:15][C:16]([S:19]([CH3:22])(=[O:20])=[O:21])=[CH:17][CH:18]=1)[CH2:5][CH:6]1[CH2:7][CH2:8][CH2:9][CH2:10][CH2:11][CH2:12]1. The yield is 0.910. (3) The reactants are [CH3:1][O:2][C:3](=[O:33])[C:4]1[CH:9]=[CH:8][CH:7]=[CH:6][C:5]=1[S:10][CH2:11][CH:12]([C:14]1[CH:19]=[CH:18][CH:17]=[C:16](/[CH:20]=[CH:21]/[C:22]2[CH:31]=[CH:30][C:29]3[C:24](=[CH:25][C:26]([Cl:32])=[CH:27][CH:28]=3)[N:23]=2)[CH:15]=1)[OH:13].[Cr](Cl)([O-])(=O)=O.[NH+]1C=CC=CC=1. The catalyst is ClCCl. The product is [CH3:1][O:2][C:3](=[O:33])[C:4]1[CH:9]=[CH:8][CH:7]=[CH:6][C:5]=1[S:10][CH2:11][C:12]([C:14]1[CH:19]=[CH:18][CH:17]=[C:16](/[CH:20]=[CH:21]/[C:22]2[CH:31]=[CH:30][C:29]3[C:24](=[CH:25][C:26]([Cl:32])=[CH:27][CH:28]=3)[N:23]=2)[CH:15]=1)=[O:13]. The yield is 0.800. (4) The reactants are [Cl:1][C:2]1[CH:3]=[C:4]([CH2:9][C:10]#N)[CH:5]=[C:6]([CH3:8])[CH:7]=1.[OH-:12].[K+].[OH2:14].CC(O)C. No catalyst specified. The product is [Cl:1][C:2]1[CH:3]=[C:4]([CH2:9][C:10]([OH:14])=[O:12])[CH:5]=[C:6]([CH3:8])[CH:7]=1. The yield is 0.700. (5) The reactants are C(NC(C)C)(C)C.C([Li])CCC.C([N-]C(C)C)(C)C.[Li+].[Cl:21][C:22]1[N:29]=[C:28]([Cl:30])[C:27]([F:31])=[CH:26][C:23]=1[C:24]#[N:25].[I:32]I.[O-]S([O-])(=S)=O.[Na+].[Na+]. The catalyst is C1COCC1. The product is [Cl:21][C:22]1[N:29]=[C:28]([Cl:30])[C:27]([F:31])=[C:26]([I:32])[C:23]=1[C:24]#[N:25]. The yield is 0.870. (6) The reactants are [Br:1][C:2]1[CH:7]=[CH:6][C:5]([N:8]([C:19]([O:21][C:22]([CH3:25])([CH3:24])[CH3:23])=[O:20])[C:9]2[S:10][CH:11]=[C:12]([C:14](OCC)=[O:15])[N:13]=2)=[C:4]([CH3:26])[CH:3]=1.[BH4-].[Na+].CO. The catalyst is C1COCC1. The product is [Br:1][C:2]1[CH:7]=[CH:6][C:5]([N:8]([C:9]2[S:10][CH:11]=[C:12]([CH2:14][OH:15])[N:13]=2)[C:19](=[O:20])[O:21][C:22]([CH3:25])([CH3:24])[CH3:23])=[C:4]([CH3:26])[CH:3]=1. The yield is 0.880. (7) The reactants are [CH:1]([N:4]1[C:8]([C:9]2[S:10][C:11]3[CH2:12][CH2:13][O:14][C:15]4[CH:22]=[C:21]([CH:23]5[CH2:26][N:25]([C:27]([CH3:31])([CH3:30])[C:28]#[N:29])[CH2:24]5)[CH:20]=[CH:19][C:16]=4[C:17]=3[N:18]=2)=[N:7][CH:6]=[N:5]1)([CH3:3])[CH3:2].C(=O)([O-])[O-:33].[K+].[K+].OO.O. The catalyst is CS(C)=O. The product is [CH:1]([N:4]1[C:8]([C:9]2[S:10][C:11]3[CH2:12][CH2:13][O:14][C:15]4[CH:22]=[C:21]([CH:23]5[CH2:26][N:25]([C:27]([CH3:31])([CH3:30])[C:28]([NH2:29])=[O:33])[CH2:24]5)[CH:20]=[CH:19][C:16]=4[C:17]=3[N:18]=2)=[N:7][CH:6]=[N:5]1)([CH3:3])[CH3:2]. The yield is 0.0900. (8) The reactants are [C:1](Cl)(=[O:3])[CH3:2].[CH3:5][CH:6]([CH3:23])[C:7](=[O:22])[CH2:8][NH:9][C:10]([CH3:21])([C:12]1[CH:17]=[CH:16][CH:15]=[C:14]([N+:18]([O-:20])=[O:19])[CH:13]=1)[CH3:11].C(N(CC)CC)C. The catalyst is C(Cl)Cl. The product is [CH3:21][C:10]([N:9]([CH2:8][C:7](=[O:22])[CH:6]([CH3:5])[CH3:23])[C:1](=[O:3])[CH3:2])([C:12]1[CH:17]=[CH:16][CH:15]=[C:14]([N+:18]([O-:20])=[O:19])[CH:13]=1)[CH3:11]. The yield is 0.890. (9) The reactants are [C:1]([OH:17])(=[O:16])[C:2]([C:10]1[CH:15]=[CH:14][CH:13]=[CH:12][CH:11]=1)([C:4]1[CH:9]=[CH:8][CH:7]=[CH:6][CH:5]=1)[OH:3].O1[B:23]([C@@H:24]([NH:29][C:30](=[O:43])[CH2:31][NH:32][C:33](=[O:42])[C:34]2[CH:39]=[C:38]([Cl:40])[CH:37]=[CH:36][C:35]=2[Cl:41])[CH2:25][CH:26]([CH3:28])[CH3:27])O[B:23]([C@@H:24]([NH:29][C:30](=[O:43])[CH2:31][NH:32][C:33](=[O:42])[C:34]2[CH:39]=[C:38]([Cl:40])[CH:37]=[CH:36][C:35]=2[Cl:41])[CH2:25][CH:26]([CH3:28])[CH3:27])O[B:23]1[C@@H:24]([NH:29][C:30](=[O:43])[CH2:31][NH:32][C:33](=[O:42])[C:34]1[CH:39]=[C:38]([Cl:40])[CH:37]=[CH:36][C:35]=1[Cl:41])[CH2:25][CH:26]([CH3:28])[CH3:27]. The catalyst is CCOC(C)=O. The yield is 0.950. The product is [Cl:41][C:35]1[CH:36]=[CH:37][C:38]([Cl:40])=[CH:39][C:34]=1[C:33]([NH:32][CH2:31][C:30]([NH:29][C@H:24]([B:23]1[O:3][C:2]([C:10]2[CH:11]=[CH:12][CH:13]=[CH:14][CH:15]=2)([C:4]2[CH:9]=[CH:8][CH:7]=[CH:6][CH:5]=2)[C:1](=[O:17])[O:16]1)[CH2:25][CH:26]([CH3:28])[CH3:27])=[O:43])=[O:42]. (10) The reactants are Br[C:2]1[CH:14]=[CH:13][CH:12]=[CH:11][C:3]=1[O:4][CH2:5][C:6]([O:8][CH2:9][CH3:10])=[O:7].[CH3:15][O:16][C:17]1[CH:22]=[CH:21][C:20]([CH2:23][SH:24])=[CH:19][CH:18]=1.CC1(C)C2C(=C(P(C3C=CC=CC=3)C3C=CC=CC=3)C=CC=2)OC2C(P(C3C=CC=CC=3)C3C=CC=CC=3)=CC=CC1=2.CCN(C(C)C)C(C)C. The catalyst is O1CCOCC1.C1C=CC(/C=C/C(/C=C/C2C=CC=CC=2)=O)=CC=1.C1C=CC(/C=C/C(/C=C/C2C=CC=CC=2)=O)=CC=1.C1C=CC(/C=C/C(/C=C/C2C=CC=CC=2)=O)=CC=1.[Pd].[Pd]. The product is [CH3:15][O:16][C:17]1[CH:22]=[CH:21][C:20]([CH2:23][S:24][C:2]2[CH:14]=[CH:13][CH:12]=[CH:11][C:3]=2[O:4][CH2:5][C:6]([O:8][CH2:9][CH3:10])=[O:7])=[CH:19][CH:18]=1. The yield is 0.790.